Task: Predict which catalyst facilitates the given reaction.. Dataset: Catalyst prediction with 721,799 reactions and 888 catalyst types from USPTO (1) Reactant: [NH2:1][C:2]1[C:10]([Br:11])=[CH:9][C:8]([Cl:12])=[CH:7][C:3]=1[C:4]([OH:6])=[O:5].[C:13](Cl)(Cl)=[O:14]. Product: [Br:11][C:10]1[C:2]2[NH:1][C:13](=[O:14])[O:5][C:4](=[O:6])[C:3]=2[CH:7]=[C:8]([Cl:12])[CH:9]=1. The catalyst class is: 12. (2) Reactant: [CH3:1][N:2]1[C:6]([NH:7][C:8]([O:10][C@@H:11]([C:13]2[CH:18]=[CH:17][CH:16]=[CH:15][CH:14]=2)[CH3:12])=[O:9])=[C:5]([C:19]2[CH:24]=[CH:23][C:22]([C:25]3([C:28]([O:30]C)=[O:29])[CH2:27][CH2:26]3)=[CH:21][CH:20]=2)[CH:4]=[N:3]1.[OH-].[Li+]. Product: [CH3:1][N:2]1[C:6]([NH:7][C:8]([O:10][C@@H:11]([C:13]2[CH:18]=[CH:17][CH:16]=[CH:15][CH:14]=2)[CH3:12])=[O:9])=[C:5]([C:19]2[CH:20]=[CH:21][C:22]([C:25]3([C:28]([OH:30])=[O:29])[CH2:27][CH2:26]3)=[CH:23][CH:24]=2)[CH:4]=[N:3]1. The catalyst class is: 1. (3) Reactant: [NH2:1][C:2]([C:4]1[C:9]([CH3:10])=[CH:8][CH:7]=[CH:6][C:5]=1[NH:11][C:12](=O)[C:13]([O:15][CH2:16][CH3:17])=[O:14])=[O:3].CC[O-].[Na+].Cl. Product: [CH3:10][C:9]1[CH:8]=[CH:7][CH:6]=[C:5]2[C:4]=1[C:2](=[O:3])[NH:1][C:12]([C:13]([O:15][CH2:16][CH3:17])=[O:14])=[N:11]2. The catalyst class is: 8. (4) Reactant: [F:1][C:2]([F:7])([F:6])[C:3]([OH:5])=[O:4].[C:8]1([C:14]2[CH:19]=[C:18]([CH:20]3[CH2:25][CH2:24][N:23]([C:26](=[O:32])[CH2:27][NH:28]CCO)[CH2:22][CH2:21]3)[CH:17]=[CH:16][C:15]=2[NH:33][C:34]([C:36]2[NH:37][CH:38]=[C:39]([C:41]#[N:42])[N:40]=2)=[O:35])[CH2:13][CH2:12][CH2:11][CH2:10][CH:9]=1.[BH-](OC(C)=O)(OC(C)=O)[O:44][C:45]([CH3:47])=O.[Na+].C=O. Product: [C:3]([OH:5])([C:2]([F:7])([F:6])[F:1])=[O:4].[F:1][C:2]([F:7])([F:6])[C:3]([OH:5])=[O:4].[C:8]1([C:14]2[CH:19]=[C:18]([CH:20]3[CH2:21][CH2:22][N:23]([C:26](=[O:32])[C:27]([CH3:2])([NH2:28])[CH2:47][CH2:45][OH:44])[CH2:24][CH2:25]3)[CH:17]=[CH:16][C:15]=2[NH:33][C:34]([C:36]2[NH:37][CH:38]=[C:39]([C:41]#[N:42])[N:40]=2)=[O:35])[CH2:13][CH2:12][CH2:11][CH2:10][CH:9]=1. The catalyst class is: 5. (5) Reactant: Cl[CH2:2][CH2:3][CH2:4][O:5][C:6]1[CH:7]=[CH:8][C:9]([CH2:12][N:13]2[CH2:18][CH2:17][CH2:16][CH2:15][CH2:14]2)=[N:10][CH:11]=1.[N:19]1(CC2N=CC(O)=CC=2)[CH2:24][CH2:23][CH2:22][CH2:21][CH2:20]1.BrCCCCl.C([O-])([O-])=O.[K+].[K+]. Product: [N:13]1([CH2:12][C:9]2[CH:8]=[CH:7][C:6]([O:5][CH2:4][CH2:3][CH2:2][N:19]3[CH2:24][CH2:23][CH2:22][CH2:21][CH2:20]3)=[CH:11][N:10]=2)[CH2:18][CH2:17][CH2:16][CH2:15][CH2:14]1. The catalyst class is: 21.